From a dataset of Catalyst prediction with 721,799 reactions and 888 catalyst types from USPTO. Predict which catalyst facilitates the given reaction. (1) Reactant: [C:1]([C:3]1[CH:4]=[C:5]([C:19]2[CH:28]=[CH:27][CH:26]=[C:25]3[C:20]=2[CH:21]=[CH:22][C:23]([S:29]([NH:32][C:33]2[CH:38]=[CH:37][N:36]=[CH:35][N:34]=2)(=[O:31])=[O:30])=[CH:24]3)[C:6]([O:17]C)=[N:7][C:8]=1[C:9]1[CH:14]=[C:13]([F:15])[CH:12]=[C:11]([F:16])[CH:10]=1)#[N:2].B(Br)(Br)Br. Product: [C:1]([C:3]1[CH:4]=[C:5]([C:19]2[CH:28]=[CH:27][CH:26]=[C:25]3[C:20]=2[CH:21]=[CH:22][C:23]([S:29]([NH:32][C:33]2[CH:38]=[CH:37][N:36]=[CH:35][N:34]=2)(=[O:31])=[O:30])=[CH:24]3)[C:6](=[O:17])[NH:7][C:8]=1[C:9]1[CH:10]=[C:11]([F:16])[CH:12]=[C:13]([F:15])[CH:14]=1)#[N:2]. The catalyst class is: 2. (2) Reactant: [Cl:1][C:2]1[C:11]2[C:6](=[CH:7][CH:8]=[C:9]([C:12]([C:14]3C(C)=NC(C)=C[CH:19]=3)=[O:13])[CH:10]=2)[N:5]=[C:4]([O:22][CH3:23])[C:3]=1[CH2:24][CH:25]([CH3:27])[CH3:26].[Li]CCCC.[CH3:33][N:34]1C(C=O)=C[N:36]=[C:35]1[CH3:41]. Product: [Cl:1][C:2]1[C:11]2[C:6](=[CH:7][CH:8]=[C:9]([CH:12]([C:14]3[N:34]([CH3:33])[C:35]([CH3:41])=[N:36][CH:19]=3)[OH:13])[CH:10]=2)[N:5]=[C:4]([O:22][CH3:23])[C:3]=1[CH2:24][CH:25]([CH3:27])[CH3:26]. The catalyst class is: 1. (3) Reactant: Cl[C:2]1[C:7]([C:8]#[N:9])=[C:6]([Cl:10])[N:5]=[C:4]([S:11][CH3:12])[N:3]=1.[N:13]1[CH:18]=[CH:17][CH:16]=[N:15][C:14]=1[C:19]1[CH:20]=[C:21]([CH:23]=[CH:24][CH:25]=1)[NH2:22].CCN(C(C)C)C(C)C. Product: [Cl:10][C:6]1[C:7]([C:8]#[N:9])=[C:2]([NH:22][C:21]2[CH:23]=[CH:24][CH:25]=[C:19]([C:14]3[N:13]=[CH:18][CH:17]=[CH:16][N:15]=3)[CH:20]=2)[N:3]=[C:4]([S:11][CH3:12])[N:5]=1. The catalyst class is: 18. (4) Reactant: Cl.[N:2]1[CH:7]=[CH:6][CH:5]=[C:4]([CH2:8][C:9]([OH:11])=O)[CH:3]=1.C(Cl)(=O)C(Cl)=O.CN(C)C=O.[F:23][C:24]([F:43])([F:42])[O:25][C:26]1[CH:31]=[CH:30][C:29]([C:32]2[C:33]([NH2:41])=[N:34][N:35]3[CH:40]=[CH:39][CH:38]=[N:37][C:36]=23)=[CH:28][CH:27]=1. Product: [N:2]1[CH:7]=[CH:6][CH:5]=[C:4]([CH2:8][C:9]([NH:41][C:33]2[C:32]([C:29]3[CH:28]=[CH:27][C:26]([O:25][C:24]([F:43])([F:23])[F:42])=[CH:31][CH:30]=3)=[C:36]3[N:37]=[CH:38][CH:39]=[CH:40][N:35]3[N:34]=2)=[O:11])[CH:3]=1. The catalyst class is: 272. (5) Reactant: [Cl:1][C:2]1[CH:7]=[CH:6][C:5]([S:8](Cl)(=[O:10])=[O:9])=[CH:4][CH:3]=1.[CH3:12][CH:13]1[CH2:18][CH2:17][CH2:16][CH:15]([NH2:19])[CH2:14]1.C(N(CC)CC)C. Product: [Cl:1][C:2]1[CH:7]=[CH:6][C:5]([S:8]([NH:19][CH:15]2[CH2:16][CH2:17][CH2:18][CH:13]([CH3:12])[CH2:14]2)(=[O:10])=[O:9])=[CH:4][CH:3]=1. The catalyst class is: 4. (6) Reactant: [CH3:1][S:2](Cl)(=[O:4])=[O:3].[CH3:6][C:7]1[O:11][N:10]=[C:9]([C:12]2[N:16]3[N:17]=[C:18]([O:25][CH2:26][C:27]4[N:32]=[CH:31][C:30]([CH2:33][OH:34])=[CH:29][CH:28]=4)[C:19]4[C:24]([C:15]3=[N:14][N:13]=2)=[CH:23][CH:22]=[CH:21][CH:20]=4)[CH:8]=1.CCN(CC)CC. Product: [CH3:6][C:7]1[O:11][N:10]=[C:9]([C:12]2[N:16]3[N:17]=[C:18]([O:25][CH2:26][C:27]4[N:32]=[CH:31][C:30]([CH2:33][O:34][S:2]([CH3:1])(=[O:4])=[O:3])=[CH:29][CH:28]=4)[C:19]4[C:24]([C:15]3=[N:14][N:13]=2)=[CH:23][CH:22]=[CH:21][CH:20]=4)[CH:8]=1. The catalyst class is: 2. (7) Reactant: [CH2:1]([O:3][C:4]([C:6]1[C:7]2[C:22](=[O:23])[CH2:21][CH2:20][CH2:19][CH2:18][C:8]=2[N:9](C(OC(C)(C)C)=O)[CH:10]=1)=[O:5])[CH3:2].[CH3:24][N:25](C(N(C)C)N(C)C)C.Cl.NO. Product: [CH2:1]([O:3][C:4]([C:6]1[C:7]2[C:22]3[O:23][N:25]=[CH:24][C:21]=3[CH2:20][CH2:19][CH2:18][C:8]=2[NH:9][CH:10]=1)=[O:5])[CH3:2]. The catalyst class is: 14. (8) Reactant: [CH3:1][C:2]1([CH3:10])[O:7][C:6](=[O:8])[CH2:5][C:4](=[O:9])[O:3]1.[CH3:11][O:12][C:13]1[CH:25]=[CH:24][C:16]([CH2:17][N:18]2[C:22]([NH2:23])=[CH:21][CH:20]=[N:19]2)=[CH:15][CH:14]=1.[CH2:26](OC(OCC)OCC)C. The catalyst class is: 27. Product: [CH3:11][O:12][C:13]1[CH:14]=[CH:15][C:16]([CH2:17][N:18]2[C:22]([NH:23][CH:26]=[C:5]3[C:6](=[O:8])[O:7][C:2]([CH3:10])([CH3:1])[O:3][C:4]3=[O:9])=[CH:21][CH:20]=[N:19]2)=[CH:24][CH:25]=1.